From a dataset of Reaction yield outcomes from USPTO patents with 853,638 reactions. Predict the reaction yield, written as a fraction of the theoretical maximum amount of product (1.0 means a 100% yield; for example, 0.34 means a 34% yield). (1) The reactants are [NH2:1][C@H:2]([CH2:10][OH:11])[CH2:3][C:4]1[CH:9]=[CH:8][CH:7]=[CH:6][CH:5]=1.C(O)(=O)C.[CH:16](=O)[C:17]1[CH:22]=[CH:21][CH:20]=[CH:19][CH:18]=1.C([BH3-])#N.[Na+]. The catalyst is CO. The product is [CH2:16]([NH:1][C@H:2]([CH2:10][OH:11])[CH2:3][C:4]1[CH:5]=[CH:6][CH:7]=[CH:8][CH:9]=1)[C:17]1[CH:22]=[CH:21][CH:20]=[CH:19][CH:18]=1. The yield is 0.810. (2) The reactants are [ClH:1].Cl.CN1C2CCCC1CC([NH:13][C:14]([C:16]1[CH:17]=[C:18]([NH2:31])[CH:19]=[C:20]3[O:24][C:23]([C:25]4[CH:30]=[CH:29][CH:28]=[CH:27][CH:26]=4)=[N:22][C:21]=13)=[O:15])C2.Cl. The catalyst is CO.C(OCC)C. The product is [ClH:1].[ClH:1].[NH2:31][C:18]1[CH:19]=[C:20]2[O:24][C:23]([C:25]3[CH:26]=[CH:27][CH:28]=[CH:29][CH:30]=3)=[N:22][C:21]2=[C:16]([C:14]([NH2:13])=[O:15])[CH:17]=1. The yield is 0.380. (3) The reactants are [SH:1][C:2]1[CH:9]=[C:8]([C:10]2[C:11]([C:15]([F:18])([F:17])[F:16])=[N:12][NH:13][CH:14]=2)[CH:7]=[CH:6][C:3]=1[C:4]#[N:5].[CH:19]1([CH2:23]Br)[CH2:22][CH2:21][CH2:20]1.C(=O)([O-])[O-].[K+].[K+].O. The catalyst is CN(C)C=O. The product is [CH:19]1([CH2:23][S:1][C:2]2[CH:9]=[C:8]([C:10]3[C:11]([C:15]([F:16])([F:18])[F:17])=[N:12][NH:13][CH:14]=3)[CH:7]=[CH:6][C:3]=2[C:4]#[N:5])[CH2:22][CH2:21][CH2:20]1. The yield is 0.212. (4) The reactants are [OH:1][C:2]([C:5]1[O:9][N:8]=[C:7]([C:10]([OH:12])=O)[CH:6]=1)([CH3:4])[CH3:3].[NH2:13][C@@H:14]([CH3:31])[CH2:15][N:16]1[CH:20]=[CH:19][C:18]([C:21]2[CH:28]=[C:27]([F:29])[C:24]([C:25]#[N:26])=[C:23]([Cl:30])[CH:22]=2)=[N:17]1. No catalyst specified. The product is [Cl:30][C:23]1[CH:22]=[C:21]([C:18]2[CH:19]=[CH:20][N:16]([CH2:15][C@@H:14]([NH:13][C:10]([C:7]3[CH:6]=[C:5]([C:2]([OH:1])([CH3:3])[CH3:4])[O:9][N:8]=3)=[O:12])[CH3:31])[N:17]=2)[CH:28]=[C:27]([F:29])[C:24]=1[C:25]#[N:26]. The yield is 0.360. (5) The reactants are [F:1][C:2]1[CH:13]=[CH:12][C:5]2[NH:6][C:7](=[O:11])[O:8][C:9](=[O:10])[C:4]=2[CH:3]=1.[H-].[Na+].[CH2:16](Br)[C:17]1[CH:22]=[CH:21][CH:20]=[CH:19][CH:18]=1. The product is [CH2:16]([N:6]1[C:5]2[CH:12]=[CH:13][C:2]([F:1])=[CH:3][C:4]=2[C:9](=[O:10])[O:8][C:7]1=[O:11])[C:17]1[CH:22]=[CH:21][CH:20]=[CH:19][CH:18]=1. The yield is 0.420. The catalyst is CN(C=O)C. (6) The reactants are [F:1][CH:2]([F:33])[C:3]1[N:7]([CH2:8][C:9]2[C:18]3[C:13](=[CH:14][CH:15]=[CH:16][CH:17]=3)[CH:12]=[CH:11][CH:10]=2)[C:6]2[CH:19]=[C:20]([N:27]3[CH2:32][CH2:31][O:30][CH2:29][CH2:28]3)[CH:21]=[C:22]([C:23]([O:25]C)=[O:24])[C:5]=2[N:4]=1.[Li+].[OH-]. The catalyst is C1COCC1. The product is [F:33][CH:2]([F:1])[C:3]1[N:7]([CH2:8][C:9]2[C:18]3[C:13](=[CH:14][CH:15]=[CH:16][CH:17]=3)[CH:12]=[CH:11][CH:10]=2)[C:6]2[CH:19]=[C:20]([N:27]3[CH2:32][CH2:31][O:30][CH2:29][CH2:28]3)[CH:21]=[C:22]([C:23]([OH:25])=[O:24])[C:5]=2[N:4]=1. The yield is 0.660. (7) The reactants are [CH2:1]([O:8][C:9]([NH:11][C:12]1[CH:13]=[N:14][CH:15]=[CH:16][C:17]=1[C@H:18]1[CH2:23][C@@H:22]([NH:24][C:25](=[O:34])[O:26][CH2:27][C:28]2[CH:33]=[CH:32][CH:31]=[CH:30][CH:29]=2)[C:21](=[O:35])[C@@H:20]([CH3:36])[CH2:19]1)=[O:10])[C:2]1[CH:7]=[CH:6][CH:5]=[CH:4][CH:3]=1.[CH2:37](O)[CH2:38][OH:39].B(F)(F)F.CCOCC. The catalyst is C1COCC1.CCOC(C)=O. The product is [CH2:1]([O:8][C:9]([NH:11][C:12]1[CH:13]=[N:14][CH:15]=[CH:16][C:17]=1[C@@H:18]1[CH2:19][C@H:20]([CH3:36])[C:21]2([O:39][CH2:38][CH2:37][O:35]2)[C@H:22]([NH:24][C:25](=[O:34])[O:26][CH2:27][C:28]2[CH:33]=[CH:32][CH:31]=[CH:30][CH:29]=2)[CH2:23]1)=[O:10])[C:2]1[CH:7]=[CH:6][CH:5]=[CH:4][CH:3]=1. The yield is 1.00.